This data is from Catalyst prediction with 721,799 reactions and 888 catalyst types from USPTO. The task is: Predict which catalyst facilitates the given reaction. (1) Reactant: [Cl:1][C:2]1[CH:26]=[CH:25][C:24]([Cl:27])=[CH:23][C:3]=1[O:4][C:5]1[C:10]([C:11]([N:13]2[C:22]3[C:17](=[CH:18][CH:19]=[CH:20][CH:21]=3)[NH:16][CH2:15][CH2:14]2)=[O:12])=[CH:9][CH:8]=[CH:7][N:6]=1.C(N(C(C)C)C(C)C)C.Br[CH2:38][C:39]([O:41][CH2:42][CH3:43])=[O:40]. Product: [CH2:42]([O:41][C:39](=[O:40])[CH2:38][N:16]1[C:17]2[C:22](=[CH:21][CH:20]=[CH:19][CH:18]=2)[N:13]([C:11]([C:10]2[C:5]([O:4][C:3]3[CH:23]=[C:24]([Cl:27])[CH:25]=[CH:26][C:2]=3[Cl:1])=[N:6][CH:7]=[CH:8][CH:9]=2)=[O:12])[CH2:14][CH2:15]1)[CH3:43]. The catalyst class is: 3. (2) Reactant: [Br:1][C:2]1[CH:7]=[CH:6][CH:5]=[CH:4][C:3]=1[CH2:8][CH2:9][CH2:10]O.C1(P(C2C=CC=CC=2)C2C=CC=CC=2)C=CC=CC=1.[Br:31]N1C(=O)CCC1=O. Product: [Br:1][C:2]1[CH:7]=[CH:6][CH:5]=[CH:4][C:3]=1[CH2:8][CH2:9][CH2:10][Br:31]. The catalyst class is: 4.